Dataset: Experimentally validated miRNA-target interactions with 360,000+ pairs, plus equal number of negative samples. Task: Binary Classification. Given a miRNA mature sequence and a target amino acid sequence, predict their likelihood of interaction. The miRNA is hsa-miR-548aq-5p with sequence GAAAGUAAUUGCUGUUUUUGCC. The protein sequence of the target gene is MGSPVQLSLLCVVLASLLLPGKGVFINRERANNVLARTRRANSFFEEFKKGNLERECMEEICSYEEVREIFEDDEKTKEYWTKYKDGDQCESSPCQNQGACRDGIGGYTCTCSEGFEGKNCELFVRKLCRLDNGDCDQFCREEQNSVVCSCASGYFLGNDGKSCISTAPFPCGKITTGRRKRSVALNTSDSELDLEDALLDEDFLSPTENPIELLNLNETQPERSSDDLVRIVGGRECKDGECPWQALLINEDNEGFCGGTILNEFYILTAAHCLHQARRFKVRVGDRNTEKEEGNEMVH.... Result: 0 (no interaction).